This data is from Catalyst prediction with 721,799 reactions and 888 catalyst types from USPTO. The task is: Predict which catalyst facilitates the given reaction. Reactant: [C:1]([N:4]1[C:13]2[C:8](=[CH:9][C:10]([C:14](O)=[O:15])=[CH:11][CH:12]=2)[C@H:7]([NH:17][C:18]2[CH:23]=[CH:22][CH:21]=[C:20]([CH3:24])[N:19]=2)[C@@H:6]([CH3:25])[C@@H:5]1[CH:26]1[CH2:28][CH2:27]1)(=[O:3])[CH3:2].CN(C(ON1N=NC2C=[CH:41][CH:42]=[N:43]C1=2)=[N+](C)C)C.F[P-](F)(F)(F)(F)F.NC[CH2:55][OH:56].CCN(C(C)C)C(C)C. Product: [C:1]([N:4]1[C:13]2[C:8](=[CH:9][C:10]([C:14]([NH:43][CH2:42][CH2:41][O:56][CH3:55])=[O:15])=[CH:11][CH:12]=2)[C@H:7]([NH:17][C:18]2[CH:23]=[CH:22][CH:21]=[C:20]([CH3:24])[N:19]=2)[C@@H:6]([CH3:25])[C@@H:5]1[CH:26]1[CH2:27][CH2:28]1)(=[O:3])[CH3:2]. The catalyst class is: 9.